The task is: Predict the product of the given reaction.. This data is from Forward reaction prediction with 1.9M reactions from USPTO patents (1976-2016). (1) Given the reactants N#N.[I-].[CH:4]([P+](C1C=CC=CC=1)(C1C=CC=CC=1)C1C=CC=CC=1)([CH3:6])[CH3:5].[Li]CCCC.C(=O)=O.[CH3:34][C:35]1([CH3:44])[O:39][C@@H:38]2[CH2:40]O[CH:42]([OH:43])[C@@H:37]2[O:36]1, predict the reaction product. The product is: [CH3:44][C:35]1([CH3:34])[O:36][C@H:37]([CH2:42][OH:43])[C@H:38]([CH:40]=[C:4]([CH3:6])[CH3:5])[O:39]1. (2) Given the reactants [CH3:1][O:2][C:3]([C:5]1[CH:13]=[C:12]2[C:8]([C:9]([CH:19]3[CH2:24][CH2:23][CH2:22][CH2:21][CH2:20]3)=[C:10]([Br:18])[N:11]2[CH2:14][C:15](O)=[O:16])=[CH:7][CH:6]=1)=[O:4].CN(C(ON1N=NC2C=CC=CC1=2)=[N+](C)C)C.F[P-](F)(F)(F)(F)F.CCN(C(C)C)C(C)C.[NH:58]1[CH2:63][CH2:62][O:61][CH2:60][CH2:59]1, predict the reaction product. The product is: [CH3:1][O:2][C:3]([C:5]1[CH:13]=[C:12]2[C:8]([C:9]([CH:19]3[CH2:20][CH2:21][CH2:22][CH2:23][CH2:24]3)=[C:10]([Br:18])[N:11]2[CH2:14][C:15]([N:58]2[CH2:63][CH2:62][O:61][CH2:60][CH2:59]2)=[O:16])=[CH:7][CH:6]=1)=[O:4]. (3) Given the reactants [CH3:1][O:2][C:3]1[CH:8]=[CH:7][C:6]([CH:9]([OH:11])[CH3:10])=[CH:5][CH:4]=1.[CH3:12][O:13][C:14]1[CH:19]=[CH:18][CH:17]=[CH:16][C:15]=1[OH:20], predict the reaction product. The product is: [CH3:12][O:13][C:14]1[CH:19]=[CH:18][CH:17]=[CH:16][C:15]=1[O:20][CH2:10][CH:9]([C:6]1[CH:7]=[CH:8][C:3]([O:2][CH3:1])=[CH:4][CH:5]=1)[OH:11]. (4) Given the reactants [C:1]([O:5][C:6]([N:8]1[CH2:13][CH2:12][N:11]([C:14]2[CH:19]=[CH:18][C:17]([C:20]3[CH:21]=[N:22][C:23]4[N:24]([N:26]=[CH:27][C:28]=4[C:29]4[C:38]5[C:33](=[CH:34][C:35]([C:39]([O:41]CC)=[O:40])=[CH:36][CH:37]=5)[N:32]=[CH:31][CH:30]=4)[CH:25]=3)=[CH:16][CH:15]=2)[CH2:10][CH2:9]1)=[O:7])([CH3:4])([CH3:3])[CH3:2].[Li+].[OH-], predict the reaction product. The product is: [C:1]([O:5][C:6]([N:8]1[CH2:9][CH2:10][N:11]([C:14]2[CH:19]=[CH:18][C:17]([C:20]3[CH:21]=[N:22][C:23]4[N:24]([N:26]=[CH:27][C:28]=4[C:29]4[C:38]5[C:33](=[CH:34][C:35]([C:39]([OH:41])=[O:40])=[CH:36][CH:37]=5)[N:32]=[CH:31][CH:30]=4)[CH:25]=3)=[CH:16][CH:15]=2)[CH2:12][CH2:13]1)=[O:7])([CH3:4])([CH3:2])[CH3:3]. (5) Given the reactants O[C:2]1[C:3]2[N:11]=[CH:10][CH:9]=[C:8]([C:12]([NH2:14])=[O:13])[C:4]=2[N:5]=[CH:6][N:7]=1.Cl.[NH2:16][C@@H:17]([C:33]1[CH:38]=[CH:37][C:36]([F:39])=[C:35]([C:40]([F:43])([F:42])[F:41])[CH:34]=1)[CH2:18][N:19]([CH3:32])S(C1C=CC([N+]([O-])=O)=CC=1)(=O)=O, predict the reaction product. The product is: [F:39][C:36]1[CH:37]=[CH:38][C:33]([C@H:17]([NH:16][C:2]2[C:3]3[N:11]=[CH:10][CH:9]=[C:8]([C:12]([NH2:14])=[O:13])[C:4]=3[N:5]=[CH:6][N:7]=2)[CH2:18][NH:19][CH3:32])=[CH:34][C:35]=1[C:40]([F:41])([F:42])[F:43]. (6) The product is: [CH2:2]([O:4][N:5]1[C:7]2[C:16]3[CH:15]=[CH:14][CH:13]=[CH:12][C:11]=3[N:10]=[CH:9][C:8]=2[N:17]=[C:18]1[CH2:19][CH2:20][CH3:21])[CH3:3]. Given the reactants Cl.[CH2:2]([O:4][NH2:5])[CH3:3].Cl[C:7]1[C:16]2[C:11](=[CH:12][CH:13]=[CH:14][CH:15]=2)[N:10]=[CH:9][C:8]=1[NH:17][C:18](=O)[CH2:19][CH2:20][CH3:21], predict the reaction product. (7) Given the reactants [CH3:1][C:2]([C:4]1[C@H:11]2[C@@H:12]3[CH2:13][O:14][C@H:9]([C@@H:10]2[OH:15])[C@:8]2([C:25](=[O:26])[N:24]([O:27][CH3:28])[C:17]4[CH:18]=[C:19]([O:22][CH3:23])[CH:20]=[CH:21][C:16]2=4)[CH2:7][C@@H:6]3[N:5]=1)=O.P(Cl)(Cl)(Cl)=O, predict the reaction product. The product is: [CH3:1][CH2:2][C:4]1[C@H:11]2[C@@H:12]3[CH2:13][O:14][C@H:9]([C@@H:10]2[OH:15])[C@:8]2([C:25](=[O:26])[N:24]([O:27][CH3:28])[C:17]4[CH:18]=[C:19]([O:22][CH3:23])[CH:20]=[CH:21][C:16]2=4)[CH2:7][C@@H:6]3[N:5]=1.